Predict the reaction yield, written as a fraction of the theoretical maximum amount of product (1.0 means a 100% yield; for example, 0.34 means a 34% yield). From a dataset of Reaction yield outcomes from USPTO patents with 853,638 reactions. The reactants are C[O:2][C:3]1[N:4]=[N:5][C:6]([S:9]([N:12]2[C:21]3[CH:16]([CH2:17][CH:18]=[CH:19][CH:20]=3)[CH2:15][CH2:14][CH2:13]2)(=[O:11])=[O:10])=[CH:7][CH:8]=1.Cl. The catalyst is O1CCOCC1. The product is [N:12]1([S:9]([C:6]2[CH:7]=[CH:8][C:3](=[O:2])[NH:4][N:5]=2)(=[O:11])=[O:10])[C:21]2[CH:16]([CH2:17][CH:18]=[CH:19][CH:20]=2)[CH2:15][CH2:14][CH2:13]1. The yield is 0.330.